From a dataset of Forward reaction prediction with 1.9M reactions from USPTO patents (1976-2016). Predict the product of the given reaction. (1) Given the reactants [Br:1][C:2]1[CH:3]=[C:4]([CH:6]=[CH:7][C:8]=1[F:9])[NH2:5].Cl[C:11]1[N:16]=[C:15]([C:17]([F:20])([F:19])[F:18])[CH:14]=[CH:13][N:12]=1.O1CCOCC1.CC1C=CC(S(O)(=O)=O)=CC=1, predict the reaction product. The product is: [Br:1][C:2]1[CH:3]=[C:4]([NH:5][C:11]2[N:16]=[C:15]([C:17]([F:20])([F:19])[F:18])[CH:14]=[CH:13][N:12]=2)[CH:6]=[CH:7][C:8]=1[F:9]. (2) Given the reactants [NH2:1][C:2]1[CH:6]=[CH:5][S:4][C:3]=1[C:7]([NH2:9])=[O:8].[F:10][C:11]1[CH:18]=[N:17][CH:16]=[CH:15][C:12]=1[CH:13]=O.Cl.O1CCOCC1, predict the reaction product. The product is: [F:10][C:11]1[CH:18]=[N:17][CH:16]=[CH:15][C:12]=1[C:13]1[N:9]=[C:7]([OH:8])[C:3]2[S:4][CH:5]=[CH:6][C:2]=2[N:1]=1.